From a dataset of Full USPTO retrosynthesis dataset with 1.9M reactions from patents (1976-2016). Predict the reactants needed to synthesize the given product. (1) The reactants are: [CH3:1][C:2]1[CH:6]=[CH:5][S:4][C:3]=1[CH:7]=O.[NH2:9][C:10]1[CH:14]=[CH:13][NH:12][N:11]=1.O=[C:16]([CH2:23][CH2:24][CH3:25])[CH2:17][C:18]([O:20][CH2:21][CH3:22])=[O:19]. Given the product [CH3:1][C:2]1[CH:6]=[CH:5][S:4][C:3]=1[CH:7]1[C:17]([C:18]([O:20][CH2:21][CH3:22])=[O:19])=[C:16]([CH2:23][CH2:24][CH3:25])[NH:9][C:10]2=[N:11][NH:12][CH:13]=[C:14]12, predict the reactants needed to synthesize it. (2) Given the product [NH2:15][CH2:14][CH2:13][N:11]1[N:10]=[N:9][C:8]([N:7]([CH2:6][C:5]2[CH:4]=[C:3]([C:2]([F:1])([F:54])[F:55])[CH:49]=[C:48]([C:50]([F:53])([F:52])[F:51])[CH:47]=2)[C@H:26]2[CH2:32][CH2:31][CH2:30][N:29]([CH2:33][CH:34]3[CH2:35][CH2:36]3)[C:28]3[C:37]([CH3:46])=[C:38]([C:42]([F:44])([F:45])[F:43])[C:39]([CH3:41])=[CH:40][C:27]2=3)=[N:12]1, predict the reactants needed to synthesize it. The reactants are: [F:1][C:2]([F:55])([F:54])[C:3]1[CH:4]=[C:5]([CH:47]=[C:48]([C:50]([F:53])([F:52])[F:51])[CH:49]=1)[CH2:6][N:7]([C@H:26]1[CH2:32][CH2:31][CH2:30][N:29]([CH2:33][CH:34]2[CH2:36][CH2:35]2)[C:28]2[C:37]([CH3:46])=[C:38]([C:42]([F:45])([F:44])[F:43])[C:39]([CH3:41])=[CH:40][C:27]1=2)[C:8]1[N:9]=[N:10][N:11]([CH2:13][CH2:14][N:15]2C(=O)C3C(=CC=CC=3)C2=O)[N:12]=1.O.NN. (3) Given the product [C:4]([O:8][C:9]([N:11]1[CH2:15][C@H:14]([F:16])[C@@H:13]([O:17][CH2:18][CH:19]=[O:1])[C@H:12]1[C:21](=[O:32])[NH:22][CH2:23][C:24]1[CH:29]=[CH:28][CH:27]=[C:26]([Cl:30])[C:25]=1[F:31])=[O:10])([CH3:7])([CH3:5])[CH3:6], predict the reactants needed to synthesize it. The reactants are: [O:1]=[O+][O-].[C:4]([O:8][C:9]([N:11]1[CH2:15][C@H:14]([F:16])[C@@H:13]([O:17][CH2:18][CH:19]=C)[C@H:12]1[C:21](=[O:32])[NH:22][CH2:23][C:24]1[CH:29]=[CH:28][CH:27]=[C:26]([Cl:30])[C:25]=1[F:31])=[O:10])([CH3:7])([CH3:6])[CH3:5].C1(P(C2C=CC=CC=2)C2C=CC=CC=2)C=CC=CC=1. (4) Given the product [Cl:3][C:4]1[C:5]([N:16]2[CH2:21][CH2:20][N:19]([C:32]([NH:31][S:28]([C:26]3[S:27][C:23]([Cl:22])=[CH:24][CH:25]=3)(=[O:30])=[O:29])=[O:33])[CH2:18][CH2:17]2)=[N:6][CH:7]=[C:8]([C:10]2[O:14][N:13]=[C:12]([CH3:15])[CH:11]=2)[CH:9]=1, predict the reactants needed to synthesize it. The reactants are: Cl.Cl.[Cl:3][C:4]1[C:5]([N:16]2[CH2:21][CH2:20][NH:19][CH2:18][CH2:17]2)=[N:6][CH:7]=[C:8]([C:10]2[O:14][N:13]=[C:12]([CH3:15])[CH:11]=2)[CH:9]=1.[Cl:22][C:23]1[S:27][C:26]([S:28]([NH:31][C:32](=O)[O:33]CC(Cl)(Cl)Cl)(=[O:30])=[O:29])=[CH:25][CH:24]=1.CCN(C(C)C)C(C)C.CCOC(C)=O. (5) The reactants are: [CH3:1][O:2][C:3]([C:5]1[CH2:31][N:10]2[C:11]3[CH:12]=[C:13]([C:24]([O:26]C(C)(C)C)=[O:25])[CH:14]=[CH:15][C:16]=3[C:17]([CH:18]3[CH2:23][CH2:22][CH2:21][CH2:20][CH2:19]3)=[C:9]2[C:8]2[CH:32]=[CH:33][C:34]([O:36][CH3:37])=[CH:35][C:7]=2[CH:6]=1)=[O:4].FC(F)(F)C(O)=O. Given the product [CH3:1][O:2][C:3]([C:5]1[CH2:31][N:10]2[C:11]3[CH:12]=[C:13]([C:24]([OH:26])=[O:25])[CH:14]=[CH:15][C:16]=3[C:17]([CH:18]3[CH2:23][CH2:22][CH2:21][CH2:20][CH2:19]3)=[C:9]2[C:8]2[CH:32]=[CH:33][C:34]([O:36][CH3:37])=[CH:35][C:7]=2[CH:6]=1)=[O:4], predict the reactants needed to synthesize it.